This data is from Human Reference Interactome with 51,813 positive PPI pairs across 8,248 proteins, plus equal number of experimentally-validated negative pairs. The task is: Binary Classification. Given two protein amino acid sequences, predict whether they physically interact or not. (1) Protein 1 (ENSG00000093009) has sequence MFVSDFRKEFYEVVQSQRVLLFVASDVDALCACKILQALFQCDHVQYTLVPVSGWQELETAFLEHKEQFHYFILINCGANVDLLDILQPDEDTIFFVCDTHRPVNVVNVYNDTQIKLLIKQDDDLEVPAYEDIFRDEEEDEEHSGNDSDGSEPSEKRTRLEEEIVEQTMRRRQRREWEARRRDILFDYEQYEYHGTSSAMVMFELAWMLSKDLNDMLWWAIVGLTDQWVQDKITQMKYVTDVGVLQRHVSRHNHRNEDEENTLSVDCTRISFEYDLRLVLYQHWSLHDSLCNTSYTAARF.... Protein 2 (ENSG00000215475) has sequence MLFFTQCFGAVLDLIHLRFQHYKAKRVFSAAGQLVCVVNPTHNLKYVSSRRAVTQSAPEQGSFHPHHLSHHHCHHRHHHHLRHHAHPHHLHHQEAGLHANPVTPCLCMCPLFSCQWEGRLEVVVPHLRQIHRVDILQGAEIVFLATDMHLPAPADWIIMHSCLGHHFLLVLRKQERHEGHPQFFATMMLIGTPTQADCFTYRLELNRNHRRLKWEATPRSVLECVDSVITDGDCLVLNTSLAQLFSDNGSLAIGIAITATEVLPSEAEM*. Result: 0 (the proteins do not interact). (2) Protein 1 (ENSG00000163636) has sequence MPLENLEEEGLPKNPDLRIAQLRFLLSLPEHRGDAAVRDELMAAVRDNNMAPYYEALCKSLDWQIDVDLLNKMKKANEDELKRLDEELEDAEKNLGESEIRDAMMAKAEYLCRIGDKEGALTAFRKTYDKTVALGHRLDIVFYLLRIGLFYMDNDLITRNTEKAKSLIEEGGDWDRRNRLKVYQGLYCVAIRDFKQAAELFLDTVSTFTSYELMDYKTFVTYTVYVSMIALERPDLREKVIKGAEILEVLHSLPAVRQYLFSLYECRYSVFFQSLAVVEQEMKKDWLFAPHYRYYVREMR.... Protein 2 (ENSG00000165264) has sequence MTGYTPDEKLRLQQLRELRRRWLKDQELSPREPVLPPQKMGPMEKFWNKFLENKSPWRKMVHGVYKKSIFVFTHVLVPVWIIHYYMKYHVSGDTILETGEVIPPMKEFPDQHH*MTGYTPDEKLRLQQLRELRRRWLKDQELSPREPVLPPQKMGPMEKFWNKFLENKSPWRKMEKPYGIVEKKSRIFPGDTILETGEVIPPMKEFPDQHH*MTGYTPDEKLRLQQLRELRRRWLKDQELSPREPVLPPQKMGPMEKFWNKFLENKSPWRKMVHGVYKKSIFVFTHVLVPVWIIHYYMKY.... Result: 0 (the proteins do not interact). (3) Result: 0 (the proteins do not interact). Protein 2 (ENSG00000160948) has sequence MFHGIPATPGIGAPGNKPELYEEVKLYKNAREREKYDNMAELFAVVKTMQALEKAYIKDCVSPSEYTAACSRLLVQYKAAFRQVQGSEISSIDEFCRKFRLDCPLAMERIKEDRPITIKDDKGNLNRCIADVVSLFITVMDKLRLEIRAMDEIQPDLRELMETMHRMSHLPPDFEGRQTVSQWLQTLSGMSASDELDDSQVRQMLFDLESAYNAFNRFLHA*MFHGIPATPGIGAPGNKPELYEEVKLYKNAREREKYDNMAELFAVVKTMQALEKAYIKDCVSPSEYTAACSRLLVQYK.... Protein 1 (ENSG00000125885) has sequence MNGEYRGRGFGRGRFQSWKRGRGGGNFSGKWREREHRPDLSKTTGKRTSEQTPQFLLSTKTPQSMQSTLDRFIPYKGWKLYFSEVYSDSSPLIEKIQAFEKFFTRHIDLYDKDEIERKGSILVDFKELTEGGEVTNLIPDIATELRDAPEKTLACMGLAIHQVLTKDLERHAAELQAQEGLSNDGETMVNVPHIHARVYNYEPLTQLKNVRANYYGKYIALRGTVVRVSNIKPLCTKMAFLCAACGEIQSFPLPDGKYSLPTKCPVPVCRGRSFTALRSSPLTVTMDWQSIKIQELMSDD.... (4) Protein 1 (ENSG00000179841) has sequence METTISEIHVENKDEKRSAEGSPGAERQKEKASMLCFKRRKKAAKALKPKAGSEAADVARKCPQEAGASDQPEPTRGAWASLKRLVTRRKRSESSKQQKPLEGEMQPAINAEDADLSKKKAKSRLKIPCIKFPRGPKRSNHSKIIEDSDCSIKVQEEAEILDIQTQTPLNDQATKAKSTQDLSEGISRKDGDEVCESNVSNSTTSGEKVISVELGLDNGHSAIQTGTLILEEIETIKEKQDVQPQQASPLETSETDHQQPVLSDVPPLPAIPDQQIVEEASNSTLESAPNGKDYESTEIV.... Protein 2 (ENSG00000167395) has sequence MEDTPPSLSCSDCQRHFPSLPELSRHRELLHPSPNQDSEEADSIPRPYRCQQCGRGYRHPGSLVNHRRTHETGLFPCTTCGKDFSNPMALKSHMRTHAPEGRRRHRPPRPKEATPHLQGETVSTDSWGQRLGSSEGWENQTKHTEETPDCESVPDPRAASGTWEDLPTRQREGLASHPGPEDGADGWGPSTNSARAPPLPIPASSLLSNLEQYLAESVVNFTGGQEPTQSPPAEEERRYKCSQCGKTYKHAGSLTNHRQSHTLGIYPCAICFKEFSNLMALKNHSRLHAQYRPYHCPHCP.... Result: 0 (the proteins do not interact). (5) Protein 1 (ENSG00000130560) has sequence MFVQEEKIFAGKVLRLHICASDGAEWLEEATEDTSVEKLKERCLKHCAHGSLEDPKSITHHKLIHAASERVLSDARTILEENIQDQDVLLLIKKRAPSPLPKMADVSAEEKKKQDQKAPDKEAILRATANLPSYNMDRAAVQTNMRDFQTELRKILVSLIEVAQKLLALNPDAVELFKKANAMLDEDEDERVDEAALRQLTEMGFPENRATKALQLNHMSVPQAMEWLIEHAEDPTIDTPLPGQAPPEAEGATAAASEAAAGASATDEEARDELTEIFKKIRRKREFRADARAVISLMEM.... Protein 2 (ENSG00000133328) has sequence MALARPRPRLGDLIEISRFGYAHWAIYVGDGYVVHLAPASEIAGAGAASVLSALTNKAIVKKELLSVVAGGDNYRVNNKHDDRYTPLPSNKIVKRAEELVGQELPYSLTSDNCEHFVNHLRYGVSRSDQVTGAVTTVGVAAGLLAAASLVGILLARSKRERQ*. Result: 1 (the proteins interact). (6) Protein 1 (ENSG00000151079) has sequence MRSEKSLTLAAPGEVRGPEGEQQDAGDFPEAGGGGGCCSSERLVINISGLRFETQLRTLSLFPDTLLGDPGRRVRFFDPLRNEYFFDRNRPSFDAILYYYQSGGRLRRPVNVPLDIFLEEIRFYQLGDEALAAFREDEGCLPEGGEDEKPLPSQPFQRQVWLLFEYPESSGPARGIAIVSVLVILISIVIFCLETLPQFRVDGRGGNNGGVSRVSPVSRGSQEEEEDEDDSYTFHHGITPGEMGTGGSSSLSTLGGSFFTDPFFLVETLCIVWFTFELLVRFSACPSKPAFFRNIMNIID.... Protein 2 (ENSG00000175283) has sequence MTRECPSPAPGPGAPLSGSVLAEAAVVFAVVLSIHATVWDRYSWCAVALAVQAFYVQYKWDRLLQQGSAVFQFRMSANSGLLPASMVMPLLGLVMKERCQTAGNPFFERFGIVVAATGMAVALFSSVLALGITRPVPTNTCVILGLAGGVIIYIMKHSLSVGEVIEVLEVLLIFVYLNMILLYLLPRCFTPGEALLVLGGISFVLNQLIKRSLTLVESQGDPVDFFLLVVVVGMVLMGIFFSTLFVFMDSGTWASSIFFHLMTCVLSLGVVLPWLHRLIRRNPLLWLLQFLFQTDTRIYL.... Result: 1 (the proteins interact). (7) Protein 1 (ENSG00000135404) has sequence MAVEGGMKCVKFLLYVLLLAFCACAVGLIAVGVGAQLVLSQTIIQGATPGSLLPVVIIAVGVFLFLVAFVGCCGACKENYCLMITFAIFLSLIMLVEVAAAIAGYVFRDKVMSEFNNNFRQQMENYPKNNHTASILDRMQADFKCCGAANYTDWEKIPSMSKNRVPDSCCINVTVGCGINFNEKAIHKEGCVEKIGGWLRKNVLVVAAAALGIAFVEVLGIVFACCLVKSIRSGYEVM*MAVEGGMKCVKFLLYVLLLAFCACAVGLIAVGVGAQLVLSQTIIQGATPGSLLPVVIIAVG.... Protein 2 (ENSG00000135624) has sequence MMPTPVILLKEGTDSSQGIPQLVSNISACQVIAEAVRTTLGPRGMDKLIVDGRGKATISNDGATILKLLDVVHPAAKTLVDIAKSQDAEVGDGTTSVTLLAAEFLKQVKPYVEEGLHPQIIIRAFRTATQLAVNKIKEIAVTVKKADKVEQRKLLEKCAMTALSSKLISQQKAFFAKMVVDAVMMLDDLLQLKMIGIKKVQGGALEDSQLVAGVAFKKTFSYAGFEMQPKKYHNPKIALLNVELELKAEKDNAEIRVHTVEDYQAIVDAEWNILYDKLEKIHHSGAKVVLSKLPIGDVAT.... Result: 0 (the proteins do not interact). (8) Protein 2 (ENSG00000110375) has sequence MAPLLPIRTLPLILILLALLSPGAADFNISSLSGLLSPALTESLLVALPPCHLTGGNATLMVRRANDSKVVTSSFVVPPCRGRRELVSVVDSGAGFTVTRLSAYQVTNLVPGTKFYISYLVKKGTATESSREIPMSTLPRRNMESIGLGMARTGGMVVITVLLSVAMFLLVLGFIIALALGSRK*. Result: 1 (the proteins interact). Protein 1 (ENSG00000019582) has sequence MHRRRSRSCREDQKPVMDDQRDLISNNEQLPMLGRRPGAPESKCSRGALYTGFSILVTLLLAGQATTAYFLYQQQGRLDKLTVTSQNLQLENLRMKLPKPPKPVSKMRMATPLLMQALPMGALPQGPMQNATKYGNMTEDHVMHLLQNADPLKVYPPLKGSFPENLRHLKNTMETIDWKVFESWMHHWLLFEMSRHSLEQKPTDAPPKVLTKCQEEVSHIPAVHPGSFRPKCDENGNYLPLQCYGSIGYCWCVFPNGTEVPNTRSRGHHNCSESLELEDPSSGLGVTKQDLGPVPM*MHR....